From a dataset of Full USPTO retrosynthesis dataset with 1.9M reactions from patents (1976-2016). Predict the reactants needed to synthesize the given product. (1) Given the product [F:7][C:8]1[CH:31]=[CH:30][C:11]([NH:12][C:13]2[CH:22]=[C:21]([S:23][C:24]3[CH:29]=[CH:28][CH:27]=[CH:26][CH:25]=3)[CH:20]=[CH:19][C:14]=2[C:15]([OH:17])=[O:16])=[CH:10][CH:9]=1, predict the reactants needed to synthesize it. The reactants are: [OH-].[Na+].CC(O)C.[F:7][C:8]1[CH:31]=[CH:30][C:11]([NH:12][C:13]2[CH:22]=[C:21]([S:23][C:24]3[CH:29]=[CH:28][CH:27]=[CH:26][CH:25]=3)[CH:20]=[CH:19][C:14]=2[C:15]([O:17]C)=[O:16])=[CH:10][CH:9]=1.Cl. (2) Given the product [CH:1]1([NH:4][C@@H:12]2[CH2:17][CH2:16][N:15]([C:20]3[N:25]=[CH:24][C:23]([CH2:26][CH3:27])=[CH:22][N:21]=3)[CH2:14][C@@H:13]2[F:18])[CH2:2][CH2:3]1, predict the reactants needed to synthesize it. The reactants are: [CH:1]1([N:4]([C@@H:12]2[CH2:17][CH2:16][NH:15][CH2:14][C@@H:13]2[F:18])C(=O)OC(C)(C)C)[CH2:3][CH2:2]1.Cl[C:20]1[N:25]=[CH:24][C:23]([CH2:26][CH3:27])=[CH:22][N:21]=1. (3) The reactants are: Br[C:2]1[CH:7]=[CH:6][C:5]([CH3:8])=[C:4]([CH3:9])[CH:3]=1.[Li]C(CC)C.C1CCCCC1.[F:21][C:22]1[CH:23]=[C:24]([CH:27]=[CH:28][C:29]=1[C@@H:30]1[N:34]2[CH:35]=[N:36][CH:37]=[C:33]2[C:32](=[O:38])[CH2:31]1)[C:25]#[N:26]. Given the product [CH3:9][C:4]1[CH:3]=[C:2]([C@:32]2([OH:38])[C:33]3[N:34]([CH:35]=[N:36][CH:37]=3)[C@@H:30]([C:29]3[CH:28]=[CH:27][C:24]([C:25]#[N:26])=[CH:23][C:22]=3[F:21])[CH2:31]2)[CH:7]=[CH:6][C:5]=1[CH3:8], predict the reactants needed to synthesize it.